This data is from Full USPTO retrosynthesis dataset with 1.9M reactions from patents (1976-2016). The task is: Predict the reactants needed to synthesize the given product. (1) Given the product [CH3:1][O:3][C:4](=[O:35])[C:5]1[CH:10]=[CH:9][CH:8]=[C:7]([O:11][C:12]2[CH:17]=[C:16]([NH:18][CH2:19][CH2:20][C:21]3[CH:26]=[CH:25][C:24]([O:27][CH3:28])=[C:23]([O:29][CH3:30])[CH:22]=3)[N:15]=[C:14]([O:37][CH3:36])[N:13]=2)[CH:6]=1, predict the reactants needed to synthesize it. The reactants are: [CH2:1]([O:3][C:4](=[O:35])[C:5]1[CH:10]=[CH:9][CH:8]=[C:7]([O:11][C:12]2[CH:17]=[C:16]([NH:18][CH2:19][CH2:20][C:21]3[CH:26]=[CH:25][C:24]([O:27][CH3:28])=[C:23]([O:29][CH3:30])[CH:22]=3)[N:15]=[C:14](S(C)(=O)=O)[N:13]=2)[CH:6]=1)C.[CH3:36][O-:37].[Na+]. (2) Given the product [CH2:1]([O:3][C:4]([C:5]1([C:12]#[N:13])[C:6]2([CH2:11][CH2:10][CH2:9][CH2:8][CH2:7]2)[CH2:18]1)=[O:14])[CH3:2], predict the reactants needed to synthesize it. The reactants are: [CH2:1]([O:3][C:4](=[O:14])[C:5]([C:12]#[N:13])=[C:6]1[CH2:11][CH2:10][CH2:9][CH2:8][CH2:7]1)[CH3:2].[N+]([CH3:18])([O-])=O.N12CCCN=C1CCCCC2. (3) Given the product [C:23]1([CH:19]([C:13]2[CH:14]=[CH:15][CH:16]=[CH:17][CH:18]=2)[CH2:20][CH2:21][NH:22][CH2:2][CH2:1][C:3]2[N:8]=[CH:7][CH:6]=[CH:5][N:4]=2)[CH:24]=[CH:25][CH:26]=[CH:27][CH:28]=1, predict the reactants needed to synthesize it. The reactants are: [CH:1]([C:3]1[N:8]=[CH:7][CH:6]=[CH:5][N:4]=1)=[CH2:2].CC(O)=O.[C:13]1([CH:19]([C:23]2[CH:28]=[CH:27][CH:26]=[CH:25][CH:24]=2)[CH2:20][CH2:21][NH2:22])[CH:18]=[CH:17][CH:16]=[CH:15][CH:14]=1. (4) Given the product [CH2:12]([C:14]1[N:18]([CH3:19])[C:17]2[CH:20]=[C:21]([N:24]3[CH:29]=[CH:28][C:27]([O:9][CH2:8][C:5]4[S:6][CH:7]=[C:3]([C:2]([F:10])([F:1])[F:11])[CH:4]=4)=[CH:26][C:25]3=[O:31])[CH:22]=[CH:23][C:16]=2[N:15]=1)[CH3:13], predict the reactants needed to synthesize it. The reactants are: [F:1][C:2]([F:11])([F:10])[C:3]1[CH:4]=[C:5]([CH2:8][OH:9])[S:6][CH:7]=1.[CH2:12]([C:14]1[N:18]([CH3:19])[C:17]2[CH:20]=[C:21]([N:24]3[CH:29]=[CH:28][C:27](O)=[CH:26][C:25]3=[O:31])[CH:22]=[CH:23][C:16]=2[N:15]=1)[CH3:13].N(C(OCCOC)=O)=NC(OCCOC)=O.C1C=CC(P(C2C=CC=CC=2)C2C=CC=CC=2)=CC=1. (5) The reactants are: [Cl:1][C:2]1[CH:7]=[C:6]2[NH:8][C:9](=[O:32])[C@:10]3([C@H:15]([C:16]4[CH:21]=[CH:20][CH:19]=[C:18]([Cl:22])[CH:17]=4)[CH2:14][C:13](=[O:23])[NH:12][C@@H:11]3[C:24]3[CH:29]=[C:28]([F:30])[CH:27]=[CH:26][C:25]=3[CH3:31])[C:5]2=[CH:4][CH:3]=1.[CH3:33][O:34][CH:35]([Si:37]([CH3:40])([CH3:39])[CH3:38])[CH3:36].[C:41]([O:45][C:46](=[O:49])[CH2:47]Br)([CH3:44])([CH3:43])[CH3:42].C(=O)([O-])[O-].[Cs+].[Cs+].[NH4+].[Cl-]. Given the product [Cl:1][C:2]1[CH:7]=[C:6]2[NH:8][C:9](=[O:32])[C:10]3([CH:15]([C:16]4[CH:21]=[CH:20][CH:19]=[C:18]([Cl:22])[CH:17]=4)[CH2:14][C:13](=[O:23])[N:12]([CH2:47][C:46]([O:45][C:41]([CH3:44])([CH3:43])[CH3:42])=[O:49])[CH:11]3[C:24]3[CH:29]=[C:28]([F:30])[CH:27]=[CH:26][C:25]=3[CH3:31])[C:5]2=[CH:4][CH:3]=1.[CH3:33][O:34][CH:35]([Si:37]([CH3:40])([CH3:39])[CH3:38])[CH3:36], predict the reactants needed to synthesize it. (6) The reactants are: Br[C:2]1[CH:11]=[CH:10][CH:9]=[C:8]2[C:3]=1[CH:4]=[CH:5][CH:6]=[N:7]2.[CH2:12]([Sn](CCCC)(CCCC)CCCC)[CH:13]=[CH2:14].[F-].[K+]. Given the product [CH2:14]([C:2]1[CH:11]=[CH:10][CH:9]=[C:8]2[C:3]=1[CH:4]=[CH:5][CH:6]=[N:7]2)[CH:13]=[CH2:12], predict the reactants needed to synthesize it. (7) Given the product [OH:16][C:11]1[CH:12]=[C:13]2[C:8](=[CH:9][CH:10]=1)[CH2:7][CH:6]([C:3]1([NH:17][C:18](=[O:24])[O:19][C:20]([CH3:21])([CH3:23])[CH3:22])[CH2:4][O:5][C:27]([CH3:29])([CH3:28])[O:1][CH2:2]1)[CH2:15][CH2:14]2, predict the reactants needed to synthesize it. The reactants are: [OH:1][CH2:2][C:3]([NH:17][C:18](=[O:24])[O:19][C:20]([CH3:23])([CH3:22])[CH3:21])([CH:6]1[CH2:15][CH2:14][C:13]2[C:8](=[CH:9][CH:10]=[C:11]([OH:16])[CH:12]=2)[CH2:7]1)[CH2:4][OH:5].CO[C:27](OC)([CH3:29])[CH3:28].B(F)(F)F.CCOCC.C(Cl)Cl.CO.